Dataset: Catalyst prediction with 721,799 reactions and 888 catalyst types from USPTO. Task: Predict which catalyst facilitates the given reaction. Reactant: [NH:1]([C:3]1[CH:4]=[CH:5][C:6]2[C:7]([N:19]=1)=[N:8][C:9]([C:13]1[CH:18]=[CH:17][CH:16]=[CH:15][CH:14]=1)=[C:10]([OH:12])[N:11]=2)[NH2:2].C1C=CC2N(O)N=NC=2C=1.[C:30](O)(=O)[C:31]([NH2:33])=[O:32].C(Cl)CCl.C(O)(C(F)(F)F)=O. Product: [OH:12][C:10]1[N:11]=[C:6]2[CH:5]=[CH:4][C:3]3=[N:1][N:2]=[C:30]([C:31]([NH2:33])=[O:32])[N:19]3[C:7]2=[N:8][C:9]=1[C:13]1[CH:18]=[CH:17][CH:16]=[CH:15][CH:14]=1. The catalyst class is: 179.